Dataset: Reaction yield outcomes from USPTO patents with 853,638 reactions. Task: Predict the reaction yield, written as a fraction of the theoretical maximum amount of product (1.0 means a 100% yield; for example, 0.34 means a 34% yield). (1) No catalyst specified. The reactants are Cl[C:2]1[N:3]=[CH:4][C:5]([C:8]([N:10]2[CH2:15][CH2:14][C:13]3[NH:16][C:17]([C:19]4[C:27]5[C:22](=[CH:23][C:24]([C:28]6[CH:33]=[C:32]([F:34])[C:31]([OH:35])=[CH:30][C:29]=6[CH2:36][CH3:37])=[CH:25][CH:26]=5)[NH:21][N:20]=4)=[N:18][C:12]=3[CH2:11]2)=[O:9])=[N:6][CH:7]=1.[CH3:38][N:39]([CH3:45])[C@@H:40]1[CH2:44][CH2:43][NH:42][CH2:41]1. The yield is 0.380. The product is [CH3:38][N:39]([CH3:45])[C@@H:40]1[CH2:44][CH2:43][N:42]([C:2]2[N:3]=[CH:4][C:5]([C:8]([N:10]3[CH2:15][CH2:14][C:13]4[NH:16][C:17]([C:19]5[C:27]6[C:22](=[CH:23][C:24]([C:28]7[CH:33]=[C:32]([F:34])[C:31]([OH:35])=[CH:30][C:29]=7[CH2:36][CH3:37])=[CH:25][CH:26]=6)[NH:21][N:20]=5)=[N:18][C:12]=4[CH2:11]3)=[O:9])=[N:6][CH:7]=2)[CH2:41]1. (2) The reactants are [F:1][C:2]([F:15])([F:14])[CH2:3][O:4][C:5]1[CH:13]=[CH:12][C:8]([C:9]([OH:11])=O)=[CH:7][N:6]=1.Cl.[CH3:17][NH:18][O:19][CH3:20].C1C=CC2N(O)N=NC=2C=1.C(Cl)CCl.C(N(CC)CC)C.C(=O)([O-])O.[Na+]. The catalyst is CC(N(C)C)=O. The product is [CH3:20][O:19][N:18]([CH3:17])[C:9](=[O:11])[C:8]1[CH:12]=[CH:13][C:5]([O:4][CH2:3][C:2]([F:1])([F:15])[F:14])=[N:6][CH:7]=1. The yield is 0.520.